This data is from Forward reaction prediction with 1.9M reactions from USPTO patents (1976-2016). The task is: Predict the product of the given reaction. (1) The product is: [F:33][C:2]([F:1])([F:34])[CH2:3][CH2:4][CH:5]([NH:22][C:23]1[CH:32]=[CH:31][C:26]([C:27]([NH:55][CH2:56][CH2:57][C:58]([O:60][CH3:61])=[O:59])=[O:28])=[CH:25][N:24]=1)[C:6]1[CH:7]=[CH:8][C:9]([C:12]2[CH:17]=[CH:16][C:15]([C:18]([F:19])([F:20])[F:21])=[CH:14][CH:13]=2)=[CH:10][CH:11]=1. Given the reactants [F:1][C:2]([F:34])([F:33])[CH2:3][CH2:4][CH:5]([NH:22][C:23]1[CH:32]=[CH:31][C:26]([C:27](OC)=[O:28])=[CH:25][N:24]=1)[C:6]1[CH:11]=[CH:10][C:9]([C:12]2[CH:17]=[CH:16][C:15]([C:18]([F:21])([F:20])[F:19])=[CH:14][CH:13]=2)=[CH:8][CH:7]=1.[OH-].[Na+].C(N(CC)CC)C.C1C=NC2N(O)N=NC=2C=1.Cl.[NH2:55][CH2:56][CH2:57][C:58]([O:60][CH3:61])=[O:59].CCN=C=NCCCN(C)C.Cl, predict the reaction product. (2) The product is: [CH2:13]([NH:12][C:11](=[O:20])[C@@H:9]([OH:10])[CH:8]([NH:7][C:6](=[O:28])[C@@H:63]([NH:62][C:60](=[O:61])[C@@H:59]([NH:58][C:56](=[O:57])[CH2:55][N:48]1[C:49]2[CH:54]=[CH:53][CH:52]=[CH:51][C:50]=2[O:45][CH2:46][CH2:47]1)[CH3:76])[CH2:67][C:68]1[CH:69]=[CH:70][C:71]([O:74][CH3:75])=[CH:72][CH:73]=1)[CH2:21][C:22]1[CH:23]=[CH:24][CH:25]=[CH:26][CH:27]=1)[C:14]1[CH:15]=[CH:16][CH:17]=[CH:18][CH:19]=1. Given the reactants C(O[C:6](=[O:28])[NH:7][C@@H:8]([CH2:21][C:22]1[CH:27]=[CH:26][CH:25]=[CH:24][CH:23]=1)[CH:9]([C:11](=[O:20])[NH:12][CH2:13][C:14]1[CH:19]=[CH:18][CH:17]=[CH:16][CH:15]=1)[OH:10])(C)(C)C.FC(F)(F)C(O)=O.C(N(CC)C(C)C)(C)C.[O:45]1[C:50]2[CH:51]=[CH:52][CH:53]=[CH:54][C:49]=2[N:48]([CH2:55][C:56]([NH:58][C@@H:59]([CH3:76])[C:60]([NH:62][C@@H:63]([CH2:67][C:68]2[CH:73]=[CH:72][C:71]([O:74][CH3:75])=[CH:70][CH:69]=2)C(O)=O)=[O:61])=[O:57])[CH2:47][CH2:46]1.CN(C(ON1N=NC2C=CC=NC1=2)=[N+](C)C)C.F[P-](F)(F)(F)(F)F, predict the reaction product. (3) The product is: [ClH:1].[CH2:11]([N:18]1[CH:4]=[C:3]([CH2:2][C:5]2[N:6]=[C:7]([NH2:10])[NH:8][CH:9]=2)[N:20]=[N:19]1)[C:12]1[CH:17]=[CH:16][CH:15]=[CH:14][CH:13]=1. Given the reactants [ClH:1].[CH2:2]([C:5]1[N:6]=[C:7]([NH2:10])[NH:8][CH:9]=1)[C:3]#[CH:4].[CH2:11]([N:18]=[N+:19]=[N-:20])[C:12]1[CH:17]=[CH:16][CH:15]=[CH:14][CH:13]=1, predict the reaction product. (4) Given the reactants [F:1][C:2]1[CH:7]=[C:6]([F:8])[CH:5]=[C:4]([F:9])[C:3]=1[CH2:10][C:11]([NH:13][C:14]1[CH:15]=[N:16][CH:17]=[CH:18][C:19]=1[C:20]([O:22]CC)=O)=[O:12].C(=O)([O-])[O-].[K+].[K+].O, predict the reaction product. The product is: [F:9][C:4]1[CH:5]=[C:6]([F:8])[CH:7]=[C:2]([F:1])[C:3]=1[CH:10]1[C:20](=[O:22])[C:19]2[C:14](=[CH:15][N:16]=[CH:17][CH:18]=2)[NH:13][C:11]1=[O:12]. (5) Given the reactants [OH-].[NH4+:2].N.[CH3:4][CH:5]([CH3:21])[CH2:6][N:7]1[C:19]2[C:18]3[N:17]=[CH:16][CH:15]=[CH:14][C:13]=3[N+:12]([O-])=[CH:11][C:10]=2[N:9]=[CH:8]1, predict the reaction product. The product is: [CH3:4][CH:5]([CH3:21])[CH2:6][N:7]1[C:19]2[C:18]3[N:17]=[CH:16][CH:15]=[CH:14][C:13]=3[N:12]=[C:11]([NH2:2])[C:10]=2[N:9]=[CH:8]1. (6) Given the reactants [N:1]1([CH2:6][C:7]2[CH:12]=[CH:11][C:10]([CH2:13][CH2:14][NH:15][C:16]([C:18]3[CH:23]=[CH:22][C:21]([C:24]4[CH:29]=[CH:28][C:27]([Cl:30])=[CH:26][CH:25]=4)=[CH:20][C:19]=3[N+:31]([O-])=O)=[O:17])=[CH:9][CH:8]=2)[CH2:5][CH2:4][CH2:3][CH2:2]1.[H][H], predict the reaction product. The product is: [N:1]1([CH2:6][C:7]2[CH:12]=[CH:11][C:10]([CH2:13][CH2:14][NH:15][C:16]([C:18]3[CH:23]=[CH:22][C:21]([C:24]4[CH:25]=[CH:26][C:27]([Cl:30])=[CH:28][CH:29]=4)=[CH:20][C:19]=3[NH2:31])=[O:17])=[CH:9][CH:8]=2)[CH2:5][CH2:4][CH2:3][CH2:2]1.